Dataset: Forward reaction prediction with 1.9M reactions from USPTO patents (1976-2016). Task: Predict the product of the given reaction. Given the reactants [C:1]([C:3]1[S:4][C:5]2[C:11]([C:12]#[N:13])=[C:10](/[N:14]=[CH:15]/[N:16](C)C)[CH:9]=[CH:8][C:6]=2[N:7]=1)#[N:2].[C:19]([C:21]1[CH:22]=[C:23]([CH:25]=[CH:26][CH:27]=1)N)#[CH:20].[K+].[Br-], predict the reaction product. The product is: [C:19]([C:21]1[CH:27]=[C:26]([NH:13][C:12]2[C:11]3[C:10](=[CH:9][CH:8]=[C:6]4[N:7]=[C:3]([C:1]#[N:2])[S:4][C:5]4=3)[N:14]=[CH:15][N:16]=2)[CH:25]=[CH:23][CH:22]=1)#[CH:20].